From a dataset of Forward reaction prediction with 1.9M reactions from USPTO patents (1976-2016). Predict the product of the given reaction. (1) The product is: [CH3:15][S:14][C:8]1[CH:13]=[CH:12][C:11]([C:1](=[O:7])[CH2:2][CH2:3][C:4]([OH:6])=[O:5])=[CH:10][CH:9]=1. Given the reactants [C:1]1(=[O:7])[O:6][C:4](=[O:5])[CH2:3][CH2:2]1.[C:8]1([S:14][CH3:15])[CH:13]=[CH:12][CH:11]=[CH:10][CH:9]=1.[Cl-].[Cl-].[Cl-].[Al+3].Cl, predict the reaction product. (2) Given the reactants [CH:1]1([O:6][C:7]2[CH:8]=[C:9]([CH:13]=[CH:14][C:15]=2[O:16][CH3:17])[C:10](Cl)=[O:11])[CH2:5][CH2:4][CH2:3][CH2:2]1.[Cl:18][C:19]1[CH:20]=[N:21][CH:22]=[C:23]([Cl:26])[C:24]=1[CH3:25].[CH3:27][O:28][C:29]1[CH:30]=[C:31]([CH:35]=[CH:36][C:37]=1[O:38][CH3:39])[C:32](Cl)=[O:33], predict the reaction product. The product is: [CH3:27][O:28][C:29]1[CH:30]=[C:31]([CH:35]=[CH:36][C:37]=1[O:38][CH3:39])[C:32]([O:11]/[C:10](/[C:9]1[CH:13]=[CH:14][C:15]([O:16][CH3:17])=[C:7]([O:6][CH:1]2[CH2:5][CH2:4][CH2:3][CH2:2]2)[CH:8]=1)=[CH:25]\[C:24]1[C:23]([Cl:26])=[CH:22][N:21]=[CH:20][C:19]=1[Cl:18])=[O:33]. (3) Given the reactants [Br:1][C:2]1[CH:3]=[C:4]([C:11]([O:13][CH3:14])=[O:12])[C:5]2[CH:6]=[CH:7][NH:8][C:9]=2[CH:10]=1.[Cl-].C(C[P+](C)(C)C)#N.[CH:23]1(O)[CH2:26][CH2:25][CH2:24]1.[H-].[Na+], predict the reaction product. The product is: [Br:1][C:2]1[CH:3]=[C:4]([C:11]([O:13][CH3:14])=[O:12])[C:5]2[CH:6]=[CH:7][N:8]([CH:23]3[CH2:26][CH2:25][CH2:24]3)[C:9]=2[CH:10]=1. (4) Given the reactants [C:1]([NH:9][CH:10]1[CH2:15][CH2:14][CH2:13][N:12](C(OC(C)(C)C)=O)[CH2:11]1)(=[O:8])[C:2]1[CH:7]=[CH:6][CH:5]=[CH:4][CH:3]=1.FC(F)(F)C(O)=O.N, predict the reaction product. The product is: [NH:12]1[CH2:13][CH2:14][CH2:15][CH:10]([NH:9][C:1](=[O:8])[C:2]2[CH:3]=[CH:4][CH:5]=[CH:6][CH:7]=2)[CH2:11]1. (5) Given the reactants [CH3:1][O:2][C:3]([C:5]1[C:9]2[N:10]=[CH:11][N:12]([CH2:15][C:16]3[C:25]4[C:20](=[CH:21][CH:22]=[CH:23][CH:24]=4)[CH:19]=[CH:18][N:17]=3)[C:13](=[O:14])[C:8]=2[N:7]([CH2:26][CH:27]=[C:28]([CH3:30])[CH3:29])[C:6]=1Cl)=[O:4].[C:32]([O:36][C:37]([N:39]1[CH2:45][CH2:44][CH2:43][NH:42][CH2:41][CH2:40]1)=[O:38])([CH3:35])([CH3:34])[CH3:33], predict the reaction product. The product is: [CH3:1][O:2][C:3]([C:5]1[C:9]2[N:10]=[CH:11][N:12]([CH2:15][C:16]3[C:25]4[C:20](=[CH:21][CH:22]=[CH:23][CH:24]=4)[CH:19]=[CH:18][N:17]=3)[C:13](=[O:14])[C:8]=2[N:7]([CH2:26][CH:27]=[C:28]([CH3:30])[CH3:29])[C:6]=1[N:42]1[CH2:43][CH2:44][CH2:45][N:39]([C:37]([O:36][C:32]([CH3:35])([CH3:34])[CH3:33])=[O:38])[CH2:40][CH2:41]1)=[O:4]. (6) Given the reactants [Br:1][C:2]1[CH:3]=[C:4]2[C:9](=[CH:10][C:11]=1[O:12][CH3:13])[N:8]=[CH:7][NH:6][C:5]2=O.S(Cl)([Cl:17])=O, predict the reaction product. The product is: [Br:1][C:2]1[CH:3]=[C:4]2[C:9](=[CH:10][C:11]=1[O:12][CH3:13])[N:8]=[CH:7][N:6]=[C:5]2[Cl:17]. (7) Given the reactants [CH3:1][C:2]1[N:6]([CH:7]([CH3:9])[CH3:8])[C:5]([C:10]2[CH:15]=[CH:14][N:13]=[C:12](O)[N:11]=2)=[CH:4][N:3]=1.P(Cl)(Cl)(Cl)(Cl)[Cl:18], predict the reaction product. The product is: [Cl:18][C:12]1[N:11]=[C:10]([C:5]2[N:6]([CH:7]([CH3:9])[CH3:8])[C:2]([CH3:1])=[N:3][CH:4]=2)[CH:15]=[CH:14][N:13]=1.